Dataset: Catalyst prediction with 721,799 reactions and 888 catalyst types from USPTO. Task: Predict which catalyst facilitates the given reaction. (1) Reactant: [CH3:1][O:2][C:3]1[CH:8]=[C:7]([O:9][CH3:10])[CH:6]=[CH:5][C:4]=1[CH2:11][NH2:12].[CH3:13][O:14][C:15](=[O:23])[C:16](=[CH2:22])[CH2:17][C:18](OC)=[O:19]. Product: [CH3:1][O:2][C:3]1[CH:8]=[C:7]([O:9][CH3:10])[CH:6]=[CH:5][C:4]=1[CH2:11][N:12]1[C:18](=[O:19])[CH2:17][CH:16]([C:15]([O:14][CH3:13])=[O:23])[CH2:22]1. The catalyst class is: 5. (2) Reactant: [C:1]([O-:4])(=[O:3])[CH3:2].[CH3:5][C:6]1([CH3:18])[CH2:10][N:9]([CH2:11][CH2:12][N+:13]([CH3:16])([CH3:15])[CH3:14])[C:8](=[O:17])[NH:7]1.C(O[Cl:24])(C)(C)C. Product: [C:1]([O-:4])(=[O:3])[CH3:2].[Cl:24][N:7]1[C:6]([CH3:18])([CH3:5])[CH2:10][N:9]([CH2:11][CH2:12][N+:13]([CH3:16])([CH3:15])[CH3:14])[C:8]1=[O:17]. The catalyst class is: 5. (3) Reactant: Cl[C:2]1[CH:3]=[C:4]([CH2:12][CH3:13])[C:5]2[N:6]([C:8]([NH2:11])=[N:9][N:10]=2)[N:7]=1.[O-:14][CH2:15][CH3:16].[Na+].O. Product: [CH2:15]([O:14][C:2]1[CH:3]=[C:4]([CH2:12][CH3:13])[C:5]2[N:6]([C:8]([NH2:11])=[N:9][N:10]=2)[N:7]=1)[CH3:16]. The catalyst class is: 8. (4) Reactant: [OH:1][C:2]1[CH:3]=[CH:4][C:5]2[C:10](=[O:11])[O:9][C:8]([CH3:13])([CH3:12])[O:7][C:6]=2[CH:14]=1.CC1C=CC(S(O[CH2:26][CH2:27][O:28][CH2:29][CH2:30][O:31][CH3:32])(=O)=O)=CC=1.C([O-])([O-])=O.[K+].[K+]. Product: [CH3:32][O:31][CH2:30][CH2:29][O:28][CH2:27][CH2:26][O:1][C:2]1[CH:3]=[CH:4][C:5]2[C:10](=[O:11])[O:9][C:8]([CH3:12])([CH3:13])[O:7][C:6]=2[CH:14]=1. The catalyst class is: 144. (5) Reactant: [Br:1][C:2]1[CH:7]=[CH:6][C:5]([CH2:8][NH:9][C:10]2C=CC=CC=2)=[CH:4][CH:3]=1.C(N(C(C)C)C(C)C)C.ClC(Cl)([O:28]C(=O)OC(Cl)(Cl)Cl)Cl.[Br:37][C:38]1[CH:43]=[CH:42][C:41]([C:44]([CH:46]2[CH2:51][CH2:50][NH:49][CH2:48][CH2:47]2)=[O:45])=[CH:40][CH:39]=1. Product: [Br:1][C:2]1[CH:3]=[CH:4][C:5]([CH2:8][NH:9][C:10]([N:49]2[CH2:50][CH2:51][CH:46]([C:44](=[O:45])[C:41]3[CH:42]=[CH:43][C:38]([Br:37])=[CH:39][CH:40]=3)[CH2:47][CH2:48]2)=[O:28])=[CH:6][CH:7]=1. The catalyst class is: 2. (6) Reactant: [C:1]([C:3]1[C:4]([N:15]2[CH2:20][CH2:19][CH:18]([C:21]([NH:23][S:24]([CH2:27][C:28]3[CH:33]=[CH:32][C:31]([CH3:34])=[CH:30][CH:29]=3)(=[O:26])=[O:25])=[O:22])[CH2:17][CH2:16]2)=[N:5][C:6]([CH3:14])=[C:7]([CH:13]=1)[C:8]([O:10][CH2:11][CH3:12])=[O:9])#[N:2].[OH-].[Na+:36]. Product: [C:1]([C:3]1[C:4]([N:15]2[CH2:20][CH2:19][CH:18]([C:21]([N-:23][S:24]([CH2:27][C:28]3[CH:33]=[CH:32][C:31]([CH3:34])=[CH:30][CH:29]=3)(=[O:26])=[O:25])=[O:22])[CH2:17][CH2:16]2)=[N:5][C:6]([CH3:14])=[C:7]([C:8]([O:10][CH2:11][CH3:12])=[O:9])[CH:13]=1)#[N:2].[Na+:36]. The catalyst class is: 144. (7) Reactant: II.O[PH2]=O.[Cl:6][C:7]1[CH:8]=[CH:9][C:10]2[N:11]([C:13]([CH:16]([C:18]3[CH:19]=[C:20]4[C:25](=[CH:26][C:27]=3[F:28])[N:24]=[CH:23][CH:22]=[CH:21]4)O)=[CH:14][N:15]=2)[N:12]=1. Product: [Cl:6][C:7]1[CH:8]=[CH:9][C:10]2[N:11]([C:13]([CH2:16][C:18]3[CH:19]=[C:20]4[C:25](=[CH:26][C:27]=3[F:28])[N:24]=[CH:23][CH:22]=[CH:21]4)=[CH:14][N:15]=2)[N:12]=1. The catalyst class is: 15. (8) Reactant: [CH3:1][O:2][C:3]1[CH:11]=[CH:10][C:6]([C:7]([OH:9])=O)=[CH:5][C:4]=1[S:12]([CH3:15])(=[O:14])=[O:13].C(Cl)(=O)C(Cl)=O.O[N:23]=[C:24]([C:26]1[CH:34]=[CH:33][C:32]2[NH:31][C:30]3[CH:35]([CH2:38][C:39]([O:41][CH2:42][CH3:43])=[O:40])[CH2:36][CH2:37][C:29]=3[C:28]=2[CH:27]=1)[NH2:25].C(N(CC)CC)C. Product: [CH3:1][O:2][C:3]1[CH:11]=[CH:10][C:6]([C:7]2[O:9][N:25]=[C:24]([C:26]3[CH:34]=[CH:33][C:32]4[NH:31][C:30]5[CH:35]([CH2:38][C:39]([O:41][CH2:42][CH3:43])=[O:40])[CH2:36][CH2:37][C:29]=5[C:28]=4[CH:27]=3)[N:23]=2)=[CH:5][C:4]=1[S:12]([CH3:15])(=[O:14])=[O:13]. The catalyst class is: 4. (9) Reactant: Br[C:2]1[CH:3]=[C:4]2[C:8](=[CH:9][CH:10]=1)[N:7]([CH2:11][O:12][CH2:13][CH2:14][Si:15]([CH3:18])([CH3:17])[CH3:16])[N:6]=[C:5]2[CH:19]=[O:20].[B:21]1([B:21]2[O:25][C:24]([CH3:27])([CH3:26])[C:23]([CH3:29])([CH3:28])[O:22]2)[O:25][C:24]([CH3:27])([CH3:26])[C:23]([CH3:29])([CH3:28])[O:22]1.CC([O-])=O.[K+]. Product: [CH3:28][C:23]1([CH3:29])[C:24]([CH3:27])([CH3:26])[O:25][B:21]([C:2]2[CH:3]=[C:4]3[C:8](=[CH:9][CH:10]=2)[N:7]([CH2:11][O:12][CH2:13][CH2:14][Si:15]([CH3:18])([CH3:17])[CH3:16])[N:6]=[C:5]3[CH:19]=[O:20])[O:22]1. The catalyst class is: 151. (10) Reactant: C([N:8]1[C:13](=[O:14])[C:12]([C:15]2[CH:20]=[CH:19][C:18]([Cl:21])=[CH:17][CH:16]=2)=[C:11]([C:22]2[CH:27]=[CH:26][C:25]([Cl:28])=[CH:24][CH:23]=2)[CH:10]=[N:9]1)C1C=CC=CC=1.[Cl-].[Al+3].[Cl-].[Cl-]. Product: [Cl:21][C:18]1[CH:17]=[CH:16][C:15]([C:12]2[C:13](=[O:14])[NH:8][N:9]=[CH:10][C:11]=2[C:22]2[CH:27]=[CH:26][C:25]([Cl:28])=[CH:24][CH:23]=2)=[CH:20][CH:19]=1. The catalyst class is: 11.